Predict the product of the given reaction. From a dataset of Forward reaction prediction with 1.9M reactions from USPTO patents (1976-2016). (1) Given the reactants Cl[C:2]1[N:7]=[C:6]([NH:8][C:9]2[CH:14]=[CH:13][C:12]([N:15]3[CH:19]=[CH:18][N:17]=[CH:16]3)=[C:11]([F:20])[CH:10]=2)[C:5]([C:21]([OH:23])=O)=[CH:4][N:3]=1.[CH:24]1[CH:25]=[CH:26][C:27]2[N:32]([OH:33])[N:31]=[N:30][C:28]=2[CH:29]=1.C(Cl)CCl.[NH3:38], predict the reaction product. The product is: [N:32]1([O:33][C:2]2[N:7]=[C:6]([NH:8][C:9]3[CH:14]=[CH:13][C:12]([N:15]4[CH:19]=[CH:18][N:17]=[CH:16]4)=[C:11]([F:20])[CH:10]=3)[C:5]([C:21]([NH2:38])=[O:23])=[CH:4][N:3]=2)[C:27]2[CH:26]=[CH:25][CH:24]=[CH:29][C:28]=2[N:30]=[N:31]1. (2) Given the reactants F[C:2]1[CH:3]=[CH:4][C:5]([O:11][CH3:12])=[C:6]([B:8]([OH:10])[OH:9])[CH:7]=1.BrC1C=CC=C([Cl:20])C=1OC.[Li]CCCC.COB(OC)OC, predict the reaction product. The product is: [Cl:20][C:4]1[C:5]([O:11][CH3:12])=[C:6]([B:8]([OH:10])[OH:9])[CH:7]=[CH:2][CH:3]=1. (3) Given the reactants [F:1][C:2]([F:12])([F:11])[C:3]1[N:8]=[C:7]([NH2:9])[C:6]([NH2:10])=[CH:5][CH:4]=1.C1C(=O)N(OC(ON2C(=O)CCC2=O)=O)[C:15](=[O:16])C1.ClCCl, predict the reaction product. The product is: [F:12][C:2]([F:1])([F:11])[C:3]1[N:8]=[C:7]2[NH:9][C:15](=[O:16])[NH:10][C:6]2=[CH:5][CH:4]=1. (4) Given the reactants CN(C)C=O.[F:6][C:7]1[CH:14]=[C:13]([O:15][CH2:16][CH2:17][CH2:18][CH:19]2[CH2:24][CH2:23][NH:22][CH2:21][CH2:20]2)[CH:12]=[CH:11][C:8]=1[C:9]#[N:10].C(=O)([O-])[O-].[K+].[K+].Br[CH2:32][CH2:33][CH2:34][O:35][C:36]1[CH:43]=[CH:42][C:39]([C:40]#[N:41])=[CH:38][CH:37]=1, predict the reaction product. The product is: [C:40]([C:39]1[CH:42]=[CH:43][C:36]([O:35][CH2:34][CH2:33][CH2:32][N:22]2[CH2:23][CH2:24][CH:19]([CH2:18][CH2:17][CH2:16][O:15][C:13]3[CH:12]=[CH:11][C:8]([C:9]#[N:10])=[C:7]([F:6])[CH:14]=3)[CH2:20][CH2:21]2)=[CH:37][CH:38]=1)#[N:41]. (5) Given the reactants [NH2:1][C@H:2]([C:10]([OH:12])=[O:11])[CH2:3][C:4]1[CH:9]=[CH:8][CH:7]=[CH:6][CH:5]=1.[CH2:13](O)[CH2:14][CH2:15]CCCCCCCCC, predict the reaction product. The product is: [C:10]([OH:12])(=[O:11])[CH2:2][CH2:3][CH2:4][CH2:9][CH2:8][CH2:7][CH2:6][CH2:5][CH2:13][CH2:14][CH3:15].[NH2:1][C@H:2]([C:10]([OH:12])=[O:11])[CH2:3][C:4]1[CH:9]=[CH:8][CH:7]=[CH:6][CH:5]=1. (6) Given the reactants [Br:1][C:2]1[C:6]2[N:7]=[C:8]([O:11][CH3:12])[N:9]=[CH:10][C:5]=2[S:4][CH:3]=1.[Li+].[Cl-].C([C:17]([O:19][CH3:20])=[O:18])#N, predict the reaction product. The product is: [Br:1][C:2]1[C:6]2[N:7]=[C:8]([O:11][CH3:12])[N:9]=[CH:10][C:5]=2[S:4][C:3]=1[C:17]([O:19][CH3:20])=[O:18]. (7) The product is: [C:1]1([S:7]([C:10]2[CH:28]=[CH:27][C:13]3[N:14]([CH:20]4[CH2:25][CH2:24][NH:23][CH2:22][CH2:21]4)[CH2:15][C:16]([CH3:18])([CH3:19])[O:17][C:12]=3[CH:11]=2)(=[O:9])=[O:8])[CH:6]=[CH:5][CH:4]=[CH:3][CH:2]=1. Given the reactants [C:1]1([S:7]([C:10]2[CH:28]=[CH:27][C:13]3[N:14]([CH:20]4[CH2:25][CH2:24][N:23](C)[CH2:22][CH2:21]4)[CH2:15][C:16]([CH3:19])([CH3:18])[O:17][C:12]=3[CH:11]=2)(=[O:9])=[O:8])[CH:6]=[CH:5][CH:4]=[CH:3][CH:2]=1.ClC(OC(Cl)C)=O.C(OC(OC(OC(C)(C)C)=O)=O)(C)(C)C, predict the reaction product.